Dataset: Forward reaction prediction with 1.9M reactions from USPTO patents (1976-2016). Task: Predict the product of the given reaction. (1) Given the reactants [CH3:1][O:2][C:3]1[CH:4]=[C:5]([CH:23]=[CH:24][C:25]=1[O:26][CH3:27])[CH2:6][CH:7]1[C:16]2[C:11](=[CH:12][C:13]([O:21][CH3:22])=[C:14]([O:17][CH:18]([CH3:20])[CH3:19])[CH:15]=2)[CH2:10][CH2:9][NH:8]1.Br[CH2:29][C:30](Br)=[O:31].[CH2:33]([O:35][C:36]1[CH:43]=[CH:42][CH:41]=[CH:40][C:37]=1[CH2:38][NH2:39])[CH3:34], predict the reaction product. The product is: [CH3:1][O:2][C:3]1[CH:4]=[C:5]([CH:23]=[CH:24][C:25]=1[O:26][CH3:27])[CH2:6][CH:7]1[C:16]2[C:11](=[CH:12][C:13]([O:21][CH3:22])=[C:14]([O:17][CH:18]([CH3:20])[CH3:19])[CH:15]=2)[CH2:10][CH2:9][N:8]1[CH2:29][C:30]([NH:39][CH2:38][C:37]1[CH:40]=[CH:41][CH:42]=[CH:43][C:36]=1[O:35][CH2:33][CH3:34])=[O:31]. (2) The product is: [CH:22]([C:3]1[C:4]2[C:5]([C:10]([O:12][CH3:13])=[O:11])=[CH:6][CH:7]=[CH:8][C:9]=2[NH:1][CH:2]=1)=[O:23]. Given the reactants [NH:1]1[C:9]2[CH:8]=[CH:7][CH:6]=[C:5]([C:10]([O:12][CH3:13])=[O:11])[C:4]=2[CH:3]=[CH:2]1.O=P(Cl)(Cl)Cl.CN([CH:22]=[O:23])C.CC([O-])=O.[Na+].[OH-].[Na+], predict the reaction product. (3) Given the reactants Br[C:2]1[C:3]2[CH:10]=[C:9]([CH2:11][O:12][C:13]3[CH:18]=[CH:17][C:16]([C@@H:19]([C:26]#[C:27][CH3:28])[CH2:20][C:21]([O:23][CH2:24][CH3:25])=[O:22])=[CH:15][CH:14]=3)[CH:8]=[CH:7][C:4]=2[S:5][CH:6]=1.[CH3:29][O:30][C:31]1[CH:32]=[N:33][CH:34]=[CH:35][C:36]=1B(O)O.C([O-])([O-])=O.[Cs+].[Cs+], predict the reaction product. The product is: [CH3:29][O:30][C:31]1[CH:32]=[N:33][CH:34]=[CH:35][C:36]=1[C:2]1[C:3]2[CH:10]=[C:9]([CH2:11][O:12][C:13]3[CH:18]=[CH:17][C:16]([C@@H:19]([C:26]#[C:27][CH3:28])[CH2:20][C:21]([O:23][CH2:24][CH3:25])=[O:22])=[CH:15][CH:14]=3)[CH:8]=[CH:7][C:4]=2[S:5][CH:6]=1.